Dataset: Forward reaction prediction with 1.9M reactions from USPTO patents (1976-2016). Task: Predict the product of the given reaction. (1) Given the reactants [C:1]([N:4]1[C:12]2[C:7](=[CH:8][CH:9]=[C:10]([F:13])[CH:11]=2)[CH2:6][C:5]1=[O:14])(=[O:3])[CH3:2].[I:15][C:16]1[CH:24]=[CH:23][C:19]([C:20](O)=[O:21])=[CH:18][CH:17]=1, predict the reaction product. The product is: [C:1]([N:4]1[C:12]2[C:7](=[CH:8][CH:9]=[C:10]([F:13])[CH:11]=2)[C:6](=[C:20]([OH:21])[C:19]2[CH:23]=[CH:24][C:16]([I:15])=[CH:17][CH:18]=2)[C:5]1=[O:14])(=[O:3])[CH3:2]. (2) Given the reactants [C:1]([O:4][CH:5]([CH:9]([O:15][C:16](=[O:18])[CH3:17])[CH2:10][O:11][C:12](=[O:14])[CH3:13])[C:6](O)=[O:7])(=[O:3])[CH3:2].S(Cl)([Cl:21])=O, predict the reaction product. The product is: [C:16]([O:15][CH:9]([CH:5]([O:4][C:1](=[O:3])[CH3:2])[C:6]([Cl:21])=[O:7])[CH2:10][O:11][C:12](=[O:14])[CH3:13])(=[O:18])[CH3:17]. (3) Given the reactants Cl.[F:2][C:3]1[CH:8]=[CH:7][C:6]([NH:9][C:10]2[CH:15]=[CH:14][N:13]=[C:12]([NH:16][C:17]3[CH:22]=[CH:21][C:20]([S:23]([N:26]([CH3:33])[CH:27]4[CH2:32][CH2:31][NH:30][CH2:29][CH2:28]4)(=[O:25])=[O:24])=[CH:19][CH:18]=3)[N:11]=2)=[CH:5][CH:4]=1.[CH3:34][CH:35]([CH3:39])[CH2:36][CH:37]=O, predict the reaction product. The product is: [F:2][C:3]1[CH:8]=[CH:7][C:6]([NH:9][C:10]2[CH:15]=[CH:14][N:13]=[C:12]([NH:16][C:17]3[CH:18]=[CH:19][C:20]([S:23]([N:26]([CH3:33])[CH:27]4[CH2:32][CH2:31][N:30]([CH2:37][CH2:36][CH:35]([CH3:39])[CH3:34])[CH2:29][CH2:28]4)(=[O:24])=[O:25])=[CH:21][CH:22]=3)[N:11]=2)=[CH:5][CH:4]=1. (4) Given the reactants [N:1]([C:4]1[CH:5]=[CH:6][C:7]([CH3:20])=[C:8]([C:10]([C:12]2[CH:17]=[CH:16][C:15]([Br:18])=[CH:14][C:13]=2[Cl:19])=[O:11])[CH:9]=1)=[N+:2]=[N-:3].[CH2:21]([OH:25])[CH2:22][C:23]#[CH:24].O=C1O[C@H]([C@H](CO)O)C([O-])=C1O.[Na+].CCOC(C)=O.O, predict the reaction product. The product is: [Br:18][C:15]1[CH:16]=[CH:17][C:12]([C:10]([C:8]2[CH:9]=[C:4]([N:1]3[CH:24]=[C:23]([CH2:22][CH2:21][OH:25])[N:3]=[N:2]3)[CH:5]=[CH:6][C:7]=2[CH3:20])=[O:11])=[C:13]([Cl:19])[CH:14]=1.